This data is from Full USPTO retrosynthesis dataset with 1.9M reactions from patents (1976-2016). The task is: Predict the reactants needed to synthesize the given product. (1) Given the product [NH2:23][C:20]1[N:21]=[CH:22][C:17]([N:12]2[CH:13]=[CH:14][C:9]([O:8][CH2:1][C:2]3[CH:3]=[CH:4][CH:5]=[CH:6][CH:7]=3)=[CH:10][C:11]2=[O:15])=[CH:18][CH:19]=1, predict the reactants needed to synthesize it. The reactants are: [CH2:1]([O:8][C:9]1[CH:14]=[CH:13][NH:12][C:11](=[O:15])[CH:10]=1)[C:2]1[CH:7]=[CH:6][CH:5]=[CH:4][CH:3]=1.I[C:17]1[CH:18]=[CH:19][C:20]([NH2:23])=[N:21][CH:22]=1.CN[C@@H]1CCCC[C@H]1NC.C(=O)([O-])[O-].[K+].[K+]. (2) Given the product [F:34][C:35]1[CH:42]=[CH:41][C:38]([CH2:39][N:27]2[CH2:28][CH2:29][CH:24]([N:11]3[CH:10]=[N:9][C:8]4[C:12]3=[N:13][C:14]([C:16]3[CH:17]=[C:18]([CH2:22][OH:23])[CH:19]=[CH:20][CH:21]=3)=[N:15][C:7]=4[N:1]3[CH2:6][CH2:5][O:4][CH2:3][CH2:2]3)[CH2:25][CH2:26]2)=[CH:37][CH:36]=1, predict the reactants needed to synthesize it. The reactants are: [N:1]1([C:7]2[N:15]=[C:14]([C:16]3[CH:17]=[C:18]([CH2:22][OH:23])[CH:19]=[CH:20][CH:21]=3)[N:13]=[C:12]3[C:8]=2[N:9]=[CH:10][N:11]3[CH:24]2[CH2:29][CH2:28][NH:27][CH2:26][CH2:25]2)[CH2:6][CH2:5][O:4][CH2:3][CH2:2]1.[BH3-]C#N.[Na+].[F:34][C:35]1[CH:42]=[CH:41][C:38]([CH:39]=O)=[CH:37][CH:36]=1. (3) The reactants are: [F:1][C:2]1[CH:28]=[CH:27][C:5]([CH2:6][S:7][C:8]2[O:12][C:11]([C:13]3[CH:18]=[CH:17][N:16]=[C:15]([NH:19]C(=O)OC(C)(C)C)[CH:14]=3)=[N:10][N:9]=2)=[CH:4][CH:3]=1.FC(F)(F)C(O)=O.[OH-].[Na+]. Given the product [F:1][C:2]1[CH:28]=[CH:27][C:5]([CH2:6][S:7][C:8]2[O:12][C:11]([C:13]3[CH:18]=[CH:17][N:16]=[C:15]([NH2:19])[CH:14]=3)=[N:10][N:9]=2)=[CH:4][CH:3]=1, predict the reactants needed to synthesize it. (4) Given the product [Br:24][CH2:25][C:20]([C:11]1[CH:10]=[C:9]([C:6]2[CH:5]=[CH:4][C:3]([S:2][CH3:1])=[CH:8][CH:7]=2)[N:13]([C:14]2[CH:19]=[CH:18][CH:17]=[CH:16][N:15]=2)[N:12]=1)=[O:22], predict the reactants needed to synthesize it. The reactants are: [CH3:1][S:2][C:3]1[CH:8]=[CH:7][C:6]([C:9]2[N:13]([C:14]3[CH:19]=[CH:18][CH:17]=[CH:16][N:15]=3)[N:12]=[C:11]([C:20]([O:22]C)=O)[CH:10]=2)=[CH:5][CH:4]=1.[Br:24][CH2:25]Br.C[Li]. (5) The reactants are: [CH2:1]([O:8][C:9]([NH:11][CH2:12][C:13]1([C:28](=[O:36])[NH:29][C:30]2[CH:35]=[CH:34][CH:33]=[CH:32][CH:31]=2)[CH2:18][CH2:17][CH2:16][N:15](C(OCC[Si](C)(C)C)=O)[CH2:14]1)=[O:10])[C:2]1[CH:7]=[CH:6][CH:5]=[CH:4][CH:3]=1.CCCC[N+](CCCC)(CCCC)CCCC.[F-]. Given the product [C:30]1([NH:29][C:28]([C:13]2([CH2:12][NH:11][C:9](=[O:10])[O:8][CH2:1][C:2]3[CH:7]=[CH:6][CH:5]=[CH:4][CH:3]=3)[CH2:18][CH2:17][CH2:16][NH:15][CH2:14]2)=[O:36])[CH:31]=[CH:32][CH:33]=[CH:34][CH:35]=1, predict the reactants needed to synthesize it. (6) The reactants are: Cl[CH2:2][C:3]1[N:4]=[N:5][C:6]([C:9]2[C:14]([Cl:15])=[CH:13][CH:12]=[CH:11][N:10]=2)=[CH:7][CH:8]=1.[N-:16]=[N+:17]=[N-:18].[Na+].O. Given the product [N:16]([CH2:2][C:3]1[N:4]=[N:5][C:6]([C:9]2[C:14]([Cl:15])=[CH:13][CH:12]=[CH:11][N:10]=2)=[CH:7][CH:8]=1)=[N+:17]=[N-:18], predict the reactants needed to synthesize it.